From a dataset of Forward reaction prediction with 1.9M reactions from USPTO patents (1976-2016). Predict the product of the given reaction. (1) The product is: [CH2:5]([O:4][C:2]([NH:21][CH2:22][CH2:23][C:24]1[S:28]/[C:27](=[N:29]\[S:30]([C:33]2[CH:42]=[CH:41][CH:40]=[CH:39][C:34]=2[C:35]([O:37][CH3:38])=[O:36])(=[O:31])=[O:32])/[N:26]([CH2:43][C:44]2[C:53]3[C:48](=[CH:49][CH:50]=[CH:51][CH:52]=3)[CH:47]=[CH:46][CH:45]=2)[CH:25]=1)=[O:3])[CH3:6]. Given the reactants Cl[C:2]([O:4][CH2:5][CH3:6])=[O:3].C(N(CC)CC)C.FC(F)(F)C(O)=O.[NH2:21][CH2:22][CH2:23][C:24]1[S:28]/[C:27](=[N:29]\[S:30]([C:33]2[CH:42]=[CH:41][CH:40]=[CH:39][C:34]=2[C:35]([O:37][CH3:38])=[O:36])(=[O:32])=[O:31])/[N:26]([CH2:43][C:44]2[C:53]3[C:48](=[CH:49][CH:50]=[CH:51][CH:52]=3)[CH:47]=[CH:46][CH:45]=2)[CH:25]=1.[Cl-].[Na+], predict the reaction product. (2) The product is: [CH2:9]([N:14]1[CH:13]=[C:12]2[C:7](=[CH:8][CH:9]([C:23]3[CH:28]=[CH:27][CH:26]=[C:25]([C:29]([F:32])([F:30])[F:31])[CH:24]=3)[C:10](=[O:22])[NH:11]2)[C:6]([OH:33])=[C:5]1[C:3]([NH:34][CH2:35][CH2:36][C:37]([OH:39])=[O:38])=[O:4])[C:23]1[CH:28]=[CH:27][CH:26]=[CH:25][CH:24]=1. Given the reactants CO[C:3]([C:5]1[C:6]([OH:33])=[C:7]2[C:12](=[CH:13][N:14]=1)[N:11](CC1C=CC=CC=1)[C:10](=[O:22])[C:9]([C:23]1[CH:28]=[CH:27][CH:26]=[C:25]([C:29]([F:32])([F:31])[F:30])[CH:24]=1)=[CH:8]2)=[O:4].[NH2:34][CH2:35][CH2:36][C:37]([OH:39])=[O:38].C[O-].[Na+], predict the reaction product.